This data is from NCI-60 drug combinations with 297,098 pairs across 59 cell lines. The task is: Regression. Given two drug SMILES strings and cell line genomic features, predict the synergy score measuring deviation from expected non-interaction effect. Drug 2: COC1=C2C(=CC3=C1OC=C3)C=CC(=O)O2. Synergy scores: CSS=14.6, Synergy_ZIP=2.14, Synergy_Bliss=7.09, Synergy_Loewe=1.55, Synergy_HSA=6.63. Drug 1: CC1=C(N=C(N=C1N)C(CC(=O)N)NCC(C(=O)N)N)C(=O)NC(C(C2=CN=CN2)OC3C(C(C(C(O3)CO)O)O)OC4C(C(C(C(O4)CO)O)OC(=O)N)O)C(=O)NC(C)C(C(C)C(=O)NC(C(C)O)C(=O)NCCC5=NC(=CS5)C6=NC(=CS6)C(=O)NCCC[S+](C)C)O. Cell line: T-47D.